From a dataset of Full USPTO retrosynthesis dataset with 1.9M reactions from patents (1976-2016). Predict the reactants needed to synthesize the given product. (1) Given the product [F:16][C:17]1[CH:22]=[C:21]([F:23])[CH:20]=[CH:19][C:18]=1[C:24]1[N:35]=[CH:36][N:14]([CH3:15])[C:13]=1[C:10]1[CH:11]=[CH:12][C:7]2[N:8]([C:4]([CH:1]([CH3:2])[CH3:3])=[N:5][N:6]=2)[N:9]=1, predict the reactants needed to synthesize it. The reactants are: [CH:1]([C:4]1[N:8]2[N:9]=[C:10]([CH:13]=[N:14][CH3:15])[CH:11]=[CH:12][C:7]2=[N:6][N:5]=1)([CH3:3])[CH3:2].[F:16][C:17]1[CH:22]=[C:21]([F:23])[CH:20]=[CH:19][C:18]=1[CH:24]([N+:35]#[C-:36])S(C1C=CC(C)=CC=1)(=O)=O.C([O-])([O-])=O.[K+].[K+]. (2) Given the product [Br:1][C:2]1[CH:3]=[C:4]([C@:9]([NH:11][S@@:12]([C:14]([CH3:15])([CH3:17])[CH3:16])=[O:13])([CH3:10])[CH2:25][C:24]([O:23][C:19]([CH3:22])([CH3:21])[CH3:20])=[O:27])[C:5]([F:8])=[N:6][CH:7]=1, predict the reactants needed to synthesize it. The reactants are: [Br:1][C:2]1[CH:3]=[C:4](/[C:9](=[N:11]\[S@@:12]([C:14]([CH3:17])([CH3:16])[CH3:15])=[O:13])/[CH3:10])[C:5]([F:8])=[N:6][CH:7]=1.[Cl-].[C:19]([O:23][C:24](=[O:27])[CH2:25][Zn+])([CH3:22])([CH3:21])[CH3:20]. (3) Given the product [Cl:16][C:17]1[CH:22]=[CH:21][C:20]([C:23]2[N:24]([CH2:29][C@H:30]([OH:35])[C:31]([F:33])([F:34])[F:32])[C:25](=[O:28])[N:26]([CH2:2][C:3]3[CH:8]=[C:7]([C:9]4[CH:14]=[CH:13][CH:12]=[CH:11][C:10]=4[Cl:15])[N:6]=[CH:5][N:4]=3)[N:27]=2)=[CH:19][CH:18]=1, predict the reactants needed to synthesize it. The reactants are: Br[CH2:2][C:3]1[CH:8]=[C:7]([C:9]2[CH:14]=[CH:13][CH:12]=[CH:11][C:10]=2[Cl:15])[N:6]=[CH:5][N:4]=1.[Cl:16][C:17]1[CH:22]=[CH:21][C:20]([C:23]2[N:24]([CH2:29][C@H:30]([OH:35])[C:31]([F:34])([F:33])[F:32])[C:25](=[O:28])[NH:26][N:27]=2)=[CH:19][CH:18]=1. (4) Given the product [OH:15][CH2:14][C:13]1[CH:12]=[CH:11][C:10]([C:8]2[O:9][C:5]3[CH:4]=[CH:3][C:2]([OH:1])=[CH:19][C:6]=3[CH:7]=2)=[CH:18][CH:17]=1, predict the reactants needed to synthesize it. The reactants are: [OH:1][C:2]1[CH:3]=[CH:4][C:5]2[O:9][C:8]([C:10]3[CH:18]=[CH:17][C:13]([C:14](O)=[O:15])=[CH:12][CH:11]=3)=[CH:7][C:6]=2[CH:19]=1.Cl.